Dataset: Full USPTO retrosynthesis dataset with 1.9M reactions from patents (1976-2016). Task: Predict the reactants needed to synthesize the given product. (1) Given the product [F:1][C:2]([F:14])([C:10]([F:11])([F:12])[F:13])[CH2:3][CH2:4][CH2:5][CH2:6][CH2:7][OH:8], predict the reactants needed to synthesize it. The reactants are: [F:1][C:2]([F:14])([C:10]([F:13])([F:12])[F:11])[CH:3]=[C:4](I)[CH2:5][CH2:6][CH2:7][OH:8]. (2) Given the product [F:13][C:2]1[N:6]([CH3:7])[N:5]=[C:4]([CH:8]([F:10])[F:9])[C:3]=1[CH:11]=[O:12], predict the reactants needed to synthesize it. The reactants are: Cl[C:2]1[N:6]([CH3:7])[N:5]=[C:4]([CH:8]([F:10])[F:9])[C:3]=1[CH:11]=[O:12].[F-:13].[K+]. (3) The reactants are: C([O:8][C:9]1[CH:10]=[C:11]([C:15]2[CH:19]=[C:18]([NH:20]/[C:21](/[NH:35][C:36]([CH3:39])([CH3:38])[CH3:37])=[N:22]\[C:23](=[O:34])[C:24]3[CH:29]=[CH:28][C:27]([C:30]([F:33])([F:32])[F:31])=[CH:26][CH:25]=3)[NH:17][N:16]=2)[CH:12]=[CH:13][CH:14]=1)C1C=CC=CC=1.[H][H]. Given the product [C:36]([NH:35]/[C:21](/[NH:20][C:18]1[NH:17][N:16]=[C:15]([C:11]2[CH:12]=[CH:13][CH:14]=[C:9]([OH:8])[CH:10]=2)[CH:19]=1)=[N:22]/[C:23](=[O:34])[C:24]1[CH:25]=[CH:26][C:27]([C:30]([F:32])([F:33])[F:31])=[CH:28][CH:29]=1)([CH3:39])([CH3:37])[CH3:38], predict the reactants needed to synthesize it. (4) The reactants are: [BH4-].[Na+].[OH:3][C:4]1[CH:11]=[CH:10][C:7]([CH:8]=[O:9])=[C:6]([O:12][CH3:13])[CH:5]=1.C1COCC1. Given the product [OH:3][C:4]1[CH:11]=[CH:10][C:7]([CH2:8][OH:9])=[C:6]([O:12][CH3:13])[CH:5]=1, predict the reactants needed to synthesize it. (5) Given the product [CH3:36][S:37]([N:5]1[C:13]2[C:8](=[CH:9][C:10]([C:14]([C:22]3[CH:27]=[CH:26][C:25]([Cl:28])=[CH:24][CH:23]=3)([OH:21])[C:15]3[N:19]([CH3:20])[CH:18]=[N:17][CH:16]=3)=[CH:11][CH:12]=2)[C:7]([C:23]2[CH:22]=[CH:27][CH:26]=[C:25]([Cl:28])[CH:24]=2)=[CH:6]1)(=[O:39])=[O:38], predict the reactants needed to synthesize it. The reactants are: CS([N:5]1[C:13]2[C:8](=[CH:9][C:10]([C:14]([C:22]3[CH:27]=[CH:26][C:25]([Cl:28])=[CH:24][CH:23]=3)([OH:21])[C:15]3[N:19]([CH3:20])[CH:18]=[N:17][CH:16]=3)=[CH:11][CH:12]=2)[CH:7]=[C:6]1C1C=CC=C(Cl)C=1)(=O)=O.[CH3:36][S:37](Cl)(=[O:39])=[O:38].